Task: Predict the reaction yield, written as a fraction of the theoretical maximum amount of product (1.0 means a 100% yield; for example, 0.34 means a 34% yield).. Dataset: Reaction yield outcomes from USPTO patents with 853,638 reactions (1) The reactants are [C:1]([C:3]1[S:4][C:5]2[CH:11]=[C:10]([OH:12])[CH:9]=[CH:8][C:6]=2[N:7]=1)#[N:2].O[CH2:14][C:15]1[CH:20]=[CH:19][C:18]([B:21]([OH:23])[OH:22])=[CH:17][CH:16]=1.C(=O)([O-])[O-].[Cs+].[Cs+].CCOC(C)=O. The catalyst is CN(C)C=O. The product is [C:1]([C:3]1[S:4][C:5]2[CH:11]=[C:10]([O:12][CH2:14][C:15]3[CH:20]=[CH:19][C:18]([B:21]([OH:23])[OH:22])=[CH:17][CH:16]=3)[CH:9]=[CH:8][C:6]=2[N:7]=1)#[N:2]. The yield is 0.940. (2) The reactants are [N+:1]([C:4]1[CH:5]=[C:6]2[C:10](=[CH:11][CH:12]=1)[NH:9][CH:8]=[CH:7]2)([O-:3])=[O:2].N1CCCC1.[CH2:18]([N:25]1[CH2:30][CH2:29][C:28](=O)[CH2:27][CH2:26]1)[C:19]1[CH:24]=[CH:23][CH:22]=[CH:21][CH:20]=1. The catalyst is C(O)C. The product is [CH2:18]([N:25]1[CH2:26][CH:27]=[C:28]([C:7]2[C:6]3[C:10](=[CH:11][CH:12]=[C:4]([N+:1]([O-:3])=[O:2])[CH:5]=3)[NH:9][CH:8]=2)[CH2:29][CH2:30]1)[C:19]1[CH:24]=[CH:23][CH:22]=[CH:21][CH:20]=1. The yield is 0.450. (3) The reactants are [N:1]1([C:6]([NH:8][C:9](=[O:15])[O:10][C:11]([CH3:14])([CH3:13])[CH3:12])=[NH:7])[CH:5]=[CH:4][CH:3]=[N:2]1.[H-].[Na+].[CH3:18][C:19]([O:22][C:23](O[C:23]([O:22][C:19]([CH3:21])([CH3:20])[CH3:18])=[O:24])=[O:24])([CH3:21])[CH3:20].C(O)(=O)C. The catalyst is C1COCC1. The product is [N:1]1(/[C:6](/[NH:7][C:23](=[O:24])[O:22][C:19]([CH3:21])([CH3:20])[CH3:18])=[N:8]\[C:9](=[O:15])[O:10][C:11]([CH3:12])([CH3:14])[CH3:13])[CH:5]=[CH:4][CH:3]=[N:2]1. The yield is 0.700. (4) The reactants are [N+:1]([C:4]1[CH:5]=[C:6]([CH:19]=[CH:20][CH:21]=1)[O:7][CH2:8][CH2:9][CH2:10][NH:11]C(=O)OC(C)(C)C)([O-:3])=[O:2].[ClH:22]. The catalyst is ClCCl.O1CCOCC1. The product is [ClH:22].[N+:1]([C:4]1[CH:5]=[C:6]([CH:19]=[CH:20][CH:21]=1)[O:7][CH2:8][CH2:9][CH2:10][NH2:11])([O-:3])=[O:2]. The yield is 0.980. (5) The catalyst is O1CCCC1.O. The product is [Cl:36][C:33]1[CH:32]=[CH:31][C:30]([C:20]2[N:19]([CH:10]([CH:11]3[CH2:12][CH2:13][C:14]([F:17])([F:18])[CH2:15][CH2:16]3)[C:9]([OH:47])=[O:37])[C:23]3[CH:24]=[C:25]([F:29])[C:26]([F:28])=[CH:27][C:22]=3[N:21]=2)=[CH:35][CH:34]=1. The reactants are C(N(N=O)[C:9](=[O:37])[CH:10]([N:19]1[C:23]2[CH:24]=[C:25]([F:29])[C:26]([F:28])=[CH:27][C:22]=2[N:21]=[C:20]1[C:30]1[CH:35]=[CH:34][C:33]([Cl:36])=[CH:32][CH:31]=1)[CH:11]1[CH2:16][CH2:15][C:14]([F:18])([F:17])[CH2:13][CH2:12]1)C1C=CC=CC=1.O.[OH-].[Li+].OO.C(O)(=[O:47])C. The yield is 0.490. (6) The reactants are Br[C:2]1[CH:3]=[C:4]([C:8](=[O:10])[CH3:9])[CH:5]=[CH:6][CH:7]=1.[NH:11]1[CH2:15][CH2:14][NH:13][C:12]1=[O:16]. No catalyst specified. The product is [C:8]([C:4]1[CH:3]=[C:2]([N:11]2[CH2:15][CH2:14][NH:13][C:12]2=[O:16])[CH:7]=[CH:6][CH:5]=1)(=[O:10])[CH3:9]. The yield is 0.180. (7) The reactants are [Cl:1][C:2]1[CH:7]=[CH:6][C:5]([C:8]([C:11]2[N:15]([C:16]3[CH:21]=[CH:20][C:19]([F:22])=[CH:18][CH:17]=3)[C:14]([SH:23])=[N:13][CH:12]=2)([CH3:10])[CH3:9])=[CH:4][C:3]=1[O:24][CH3:25].[F:26][C:27]1[CH:28]=[C:29]([CH:34]=[C:35]([F:39])[C:36]=1[CH2:37]O)[O:30][CH2:31][C:32]#[N:33].C1C=CC(P(C2C=CC=CC=2)C2C=CC=CC=2)=CC=1.CC(OC(/N=N/C(OC(C)C)=O)=O)C. The catalyst is C1COCC1. The product is [Cl:1][C:2]1[CH:7]=[CH:6][C:5]([C:8]([C:11]2[N:15]([C:16]3[CH:21]=[CH:20][C:19]([F:22])=[CH:18][CH:17]=3)[C:14]([S:23][CH2:37][C:36]3[C:35]([F:39])=[CH:34][C:29]([O:30][CH2:31][C:32]#[N:33])=[CH:28][C:27]=3[F:26])=[N:13][CH:12]=2)([CH3:10])[CH3:9])=[CH:4][C:3]=1[O:24][CH3:25]. The yield is 0.390.